This data is from Forward reaction prediction with 1.9M reactions from USPTO patents (1976-2016). The task is: Predict the product of the given reaction. (1) Given the reactants [S:1]1[CH:5]=[CH:4][CH:3]=[C:2]1[S:6]([NH:9][C:10]1[CH:11]=[CH:12][CH:13]=[C:14]2[C:18]=1[NH:17][C:16]([C:19]([OH:21])=O)=[CH:15]2)(=[O:8])=[O:7].N1(O)C2C=CC=CC=2N=N1.Cl.CN(C)CCCN=C=NCC.[C:44]([NH:47][NH2:48])(=[O:46])[CH3:45], predict the reaction product. The product is: [C:44]([NH:47][NH:48][C:19]([C:16]1[NH:17][C:18]2[C:14]([CH:15]=1)=[CH:13][CH:12]=[CH:11][C:10]=2[NH:9][S:6]([C:2]1[S:1][CH:5]=[CH:4][CH:3]=1)(=[O:7])=[O:8])=[O:21])(=[O:46])[CH3:45]. (2) Given the reactants C[O:2][C:3](=[O:36])[CH2:4][O:5][C:6]1[CH:11]=[CH:10][C:9]([C:12]2[CH:17]=[CH:16][C:15]([CH2:18][NH:19][C:20]([C:22]3[CH:23]=[N:24][N:25]([C:30]4[CH:35]=[CH:34][CH:33]=[CH:32][CH:31]=4)[C:26]=3[CH2:27][CH2:28][CH3:29])=[O:21])=[CH:14][CH:13]=2)=[CH:8][CH:7]=1.[OH-].[Na+].Cl, predict the reaction product. The product is: [C:30]1([N:25]2[C:26]([CH2:27][CH2:28][CH3:29])=[C:22]([C:20]([NH:19][CH2:18][C:15]3[CH:16]=[CH:17][C:12]([C:9]4[CH:8]=[CH:7][C:6]([O:5][CH2:4][C:3]([OH:36])=[O:2])=[CH:11][CH:10]=4)=[CH:13][CH:14]=3)=[O:21])[CH:23]=[N:24]2)[CH:31]=[CH:32][CH:33]=[CH:34][CH:35]=1. (3) Given the reactants [C:1]1(=[O:6])[O:5][CH2:4][CH2:3][CH2:2]1.[O:7]1[CH2:12][CH2:11][CH2:10][O:9][CH:8]1[CH2:13][CH2:14][Mg]Br.[O:17]1[CH2:21][CH2:20][CH2:19][CH2:18]1.[Cl-].[NH4+], predict the reaction product. The product is: [O:7]1[CH2:12][CH2:11][CH2:10][O:9][CH:8]1[CH2:13][CH2:14][C:4]([CH2:3][CH2:2][CH:1]1[O:6][CH2:2][CH2:3][CH2:4][O:5]1)([OH:5])[CH2:18][CH2:19][CH2:20][CH2:21][OH:17]. (4) Given the reactants C(N(C(C)C)CC)(C)C.[F:10][C:11]1[CH:12]=[C:13]([NH2:17])[CH:14]=[N:15][CH:16]=1.CN(C(ON1N=NC2C=CC=NC1=2)=[N+](C)C)C.F[P-](F)(F)(F)(F)F.[Br:42][C:43]1[CH:44]=[CH:45][C:46]([O:52][CH2:53][C:54]2[CH:59]=[CH:58][CH:57]=[CH:56][CH:55]=2)=[C:47]([CH:51]=1)[C:48](O)=[O:49], predict the reaction product. The product is: [Br:42][C:43]1[CH:44]=[CH:45][C:46]([O:52][CH2:53][C:54]2[CH:55]=[CH:56][CH:57]=[CH:58][CH:59]=2)=[C:47]([CH:51]=1)[C:48]([NH:17][C:13]1[CH:14]=[N:15][CH:16]=[C:11]([F:10])[CH:12]=1)=[O:49]. (5) Given the reactants Br[C:2]1[C:7]2[S:8][CH:9]=[CH:10][C:6]=2[CH:5]=[CH:4][CH:3]=1.[F:11][C:12]1[CH:13]=[CH:14][C:15]([OH:21])=[C:16](B(O)O)[CH:17]=1.C(=O)([O-])[O-].[Na+].[Na+], predict the reaction product. The product is: [S:8]1[CH:9]=[CH:10][C:6]2[CH:5]=[CH:4][CH:3]=[C:2]([C:14]3[CH:13]=[C:12]([F:11])[CH:17]=[CH:16][C:15]=3[OH:21])[C:7]1=2. (6) Given the reactants [OH:1][CH2:2][CH:3]1[CH2:7][CH:6]([NH:8]C(=O)OC(C)(C)C)[CH:5]=[CH:4]1.[ClH:16], predict the reaction product. The product is: [ClH:16].[NH2:8][C@@H:6]1[CH2:7][C@H:3]([CH2:2][OH:1])[CH:4]=[CH:5]1. (7) Given the reactants [Br:1][C:2]1[C:11]2[C:6](=[CH:7][CH:8]=[CH:9][CH:10]=2)[CH:5]=[N:4][CH:3]=1.C1C=C(Cl)C=C(C(OO)=[O:20])C=1, predict the reaction product. The product is: [Br:1][C:2]1[C:11]2[C:6](=[CH:7][CH:8]=[CH:9][CH:10]=2)[CH:5]=[N+:4]([O-:20])[CH:3]=1.